Dataset: Peptide-MHC class I binding affinity with 185,985 pairs from IEDB/IMGT. Task: Regression. Given a peptide amino acid sequence and an MHC pseudo amino acid sequence, predict their binding affinity value. This is MHC class I binding data. (1) The peptide sequence is RTLGVFRYK. The MHC is HLA-B15:01 with pseudo-sequence HLA-B15:01. The binding affinity (normalized) is 0.0847. (2) The peptide sequence is YSMEFTNLL. The MHC is Mamu-A01 with pseudo-sequence Mamu-A01. The binding affinity (normalized) is 0.904. (3) The peptide sequence is AEILPDTTY. The MHC is HLA-B44:02 with pseudo-sequence HLA-B44:02. The binding affinity (normalized) is 0.576. (4) The binding affinity (normalized) is 0.499. The MHC is BoLA-HD6 with pseudo-sequence BoLA-HD6. The peptide sequence is TQFGVPFVL. (5) The peptide sequence is YTALFSGVSW. The binding affinity (normalized) is 0.370. The MHC is HLA-A26:01 with pseudo-sequence HLA-A26:01. (6) The peptide sequence is PPNAPILSTL. The MHC is Patr-B1301 with pseudo-sequence Patr-B1301. The binding affinity (normalized) is 0.603. (7) The peptide sequence is PYKEFGATVEL. The MHC is Patr-A0901 with pseudo-sequence Patr-A0901. The binding affinity (normalized) is 0.0327. (8) The peptide sequence is FYHISTGGY. The MHC is HLA-B15:09 with pseudo-sequence HLA-B15:09. The binding affinity (normalized) is 0.0847.